This data is from Full USPTO retrosynthesis dataset with 1.9M reactions from patents (1976-2016). The task is: Predict the reactants needed to synthesize the given product. (1) Given the product [F:23][C:24]([F:45])([F:44])[S:25]([O:1][C:2]1[CH2:3][CH2:4][N:5]([C:8]([O:10][C:11]([CH3:14])([CH3:13])[CH3:12])=[O:9])[CH2:6][CH:7]=1)(=[O:27])=[O:26], predict the reactants needed to synthesize it. The reactants are: [O:1]=[C:2]1[CH2:7][CH2:6][N:5]([C:8]([O:10][C:11]([CH3:14])([CH3:13])[CH3:12])=[O:9])[CH2:4][CH2:3]1.C([N-]C(C)C)(C)C.[Li+].[F:23][C:24]([F:45])([F:44])[S:25](ON(O[S:25]([C:24]([F:45])([F:44])[F:23])(=[O:27])=[O:26])C1C=CC=CC=1)(=[O:27])=[O:26]. (2) Given the product [F:33][C:2]([F:32])([F:1])[CH:3]([NH:8][C:9]1[CH:14]=[CH:13][C:12]([O:15][C:16]2[CH:21]=[CH:20][N:19]=[C:18]3[CH:22]=[C:23]([C:25]4[N:26]=[CH:27][N:28]([CH3:30])[CH:29]=4)[S:24][C:17]=23)=[C:11]([F:31])[CH:10]=1)[CH2:4][C:5]([NH:34][C:35]1[CH:40]=[CH:39][CH:38]=[CH:37][CH:36]=1)=[O:7], predict the reactants needed to synthesize it. The reactants are: [F:1][C:2]([F:33])([F:32])[CH:3]([NH:8][C:9]1[CH:14]=[CH:13][C:12]([O:15][C:16]2[CH:21]=[CH:20][N:19]=[C:18]3[CH:22]=[C:23]([C:25]4[N:26]=[CH:27][N:28]([CH3:30])[CH:29]=4)[S:24][C:17]=23)=[C:11]([F:31])[CH:10]=1)[CH2:4][C:5]([OH:7])=O.[NH2:34][C:35]1[CH:40]=[CH:39][CH:38]=[CH:37][CH:36]=1.C(N(CC)C(C)C)(C)C.CN(C(ON1N=NC2C=CC=NC1=2)=[N+](C)C)C.F[P-](F)(F)(F)(F)F.C(=O)(O)[O-].[Na+]. (3) Given the product [C:7](/[N:9]=[C:10](\[N:38]1[CH2:39][CH2:40][CH2:41][CH2:42][CH2:43]1)/[N:11]1[CH2:16][CH2:15][C@H:14]([C:17]([N:19]2[CH2:20][CH2:21][N:22]([C:25]3[CH:30]=[CH:29][C:28]([C:31]#[N:32])=[CH:27][C:26]=3[CH3:33])[CH2:23][CH2:24]2)=[O:18])[C@@H:13]([C:34]([NH:2][OH:3])=[O:35])[CH2:12]1)#[N:8], predict the reactants needed to synthesize it. The reactants are: Cl.[NH2:2][OH:3].C[O-].[Na+].[C:7](/[N:9]=[C:10](\[N:38]1[CH2:43][CH2:42][CH2:41][CH2:40][CH2:39]1)/[N:11]1[CH2:16][CH2:15][C@H:14]([C:17]([N:19]2[CH2:24][CH2:23][N:22]([C:25]3[CH:30]=[CH:29][C:28]([C:31]#[N:32])=[CH:27][C:26]=3[CH3:33])[CH2:21][CH2:20]2)=[O:18])[C@@H:13]([C:34](OC)=[O:35])[CH2:12]1)#[N:8].NO.